From a dataset of Full USPTO retrosynthesis dataset with 1.9M reactions from patents (1976-2016). Predict the reactants needed to synthesize the given product. (1) The reactants are: C([O:3][C:4](=[O:32])[C:5]([S:8][C:9]1[S:13][C:12]([NH:14][C:15]([N:17](CC2CCCC2)[C:18]2[CH:23]=[CH:22][C:21]([F:24])=[C:20]([F:25])[CH:19]=2)=[O:16])=[N:11][CH:10]=1)([CH3:7])[CH3:6])C.[CH:33]1(CN(C2C=CC(F)=C(F)C=2)C(=O)NC2SC=C(CC(O)=O)N=2)[CH2:37][CH2:36][CH2:35][CH2:34]1.F[C:61]1C=C(C=CC=1F)N.C1(C=O)CCCC1.C(OC(=O)C(SC1SC(N)=NC=1)(C)C)C. Given the product [CH:33]1([N:17]([C:18]2[CH:23]=[CH:22][C:21]([F:24])=[C:20]([F:25])[CH:19]=2)[C:15](=[O:16])[N:14]([CH3:61])[C:12]2[S:13][C:9]([S:8][C:5]([CH3:6])([CH3:7])[C:4]([OH:3])=[O:32])=[CH:10][N:11]=2)[CH2:37][CH2:36][CH2:35][CH2:34]1, predict the reactants needed to synthesize it. (2) Given the product [CH2:26]([N:33]1[C:41]2[CH:40]=[CH:39][CH:38]=[C:37]([C:42]([O-:44])=[O:43])[C:36]=2[C:35]([CH2:46][CH2:47][NH:48][C@H:49]2[CH:54]3[CH2:55][CH2:56][N:51]([CH2:52][CH2:53]3)[CH2:50]2)=[N:34]1)[C:27]1[CH:28]=[CH:29][CH:30]=[CH:31][CH:32]=1.[Li+:59], predict the reactants needed to synthesize it. The reactants are: C1CCN(CCCN2CC3C4C=CC(F)=CC=4C(NC=3CC2)=O)CC1.[CH2:26]([N:33]1[C:41]2[CH:40]=[CH:39][CH:38]=[C:37]([C:42]([O:44]C)=[O:43])[C:36]=2[C:35]([CH2:46][CH2:47][NH:48][C@H:49]2[CH:54]3[CH2:55][CH2:56][N:51]([CH2:52][CH2:53]3)[CH2:50]2)=[N:34]1)[C:27]1[CH:32]=[CH:31][CH:30]=[CH:29][CH:28]=1.O.[OH-].[Li+:59]. (3) Given the product [F:1][C:2]1[C:3]([C:31]2[CH:37]=[CH:36][C:34]([NH:35][S:41]([CH:38]3[CH2:40][CH2:39]3)(=[O:43])=[O:42])=[CH:33][CH:32]=2)=[C:4]2[C:14]3[C:9](=[CH:10][N:11]=[C:12]([C:15]4[CH:16]=[N:17][CH:18]=[CH:19][CH:20]=4)[CH:13]=3)[N:8]([S:21]([C:24]3[CH:25]=[CH:26][C:27]([CH3:30])=[CH:28][CH:29]=3)(=[O:22])=[O:23])[C:5]2=[N:6][CH:7]=1, predict the reactants needed to synthesize it. The reactants are: [F:1][C:2]1[C:3]([C:31]2[CH:37]=[CH:36][C:34]([NH2:35])=[CH:33][CH:32]=2)=[C:4]2[C:14]3[C:9](=[CH:10][N:11]=[C:12]([C:15]4[CH:16]=[N:17][CH:18]=[CH:19][CH:20]=4)[CH:13]=3)[N:8]([S:21]([C:24]3[CH:29]=[CH:28][C:27]([CH3:30])=[CH:26][CH:25]=3)(=[O:23])=[O:22])[C:5]2=[N:6][CH:7]=1.[CH:38]1([S:41](Cl)(=[O:43])=[O:42])[CH2:40][CH2:39]1.O.